From a dataset of Forward reaction prediction with 1.9M reactions from USPTO patents (1976-2016). Predict the product of the given reaction. Given the reactants [F:1][C:2]1[CH:3]=[CH:4][C:5]([O:27][CH3:28])=[C:6]([C:8]2[CH:13]=[CH:12][N:11]=[C:10]3[NH:14][C:15]([CH:17]4[CH2:22][CH2:21][N:20]([CH2:23][C:24](O)=[O:25])[CH2:19][CH2:18]4)=[CH:16][C:9]=23)[CH:7]=1.[CH3:29][S:30]([NH2:33])(=[O:32])=[O:31].C(N(C(C)C)C(C)C)C, predict the reaction product. The product is: [F:1][C:2]1[CH:3]=[CH:4][C:5]([O:27][CH3:28])=[C:6]([C:8]2[CH:13]=[CH:12][N:11]=[C:10]3[NH:14][C:15]([CH:17]4[CH2:18][CH2:19][N:20]([CH2:23][C:24]([NH:33][S:30]([CH3:29])(=[O:32])=[O:31])=[O:25])[CH2:21][CH2:22]4)=[CH:16][C:9]=23)[CH:7]=1.